From a dataset of Forward reaction prediction with 1.9M reactions from USPTO patents (1976-2016). Predict the product of the given reaction. (1) Given the reactants [C:1]([C:4]1[C:9]([C:10]2[CH:15]=[CH:14][CH:13]=[CH:12][CH:11]=2)=[N:8][N:7]([CH2:16][CH3:17])[C:6](=[O:18])[C:5]=1[N+:19]([O-])=O)(=[O:3])[CH3:2].N[C:23]1[CH:27]=[CH:26][NH:25][N:24]=1, predict the reaction product. The product is: [C:1]([C:4]1[C:9]([C:10]2[CH:15]=[CH:14][CH:13]=[CH:12][CH:11]=2)=[N:8][N:7]([CH2:16][CH3:17])[C:6](=[O:18])[C:5]=1[NH:19][C:23]1[CH:27]=[CH:26][NH:25][N:24]=1)(=[O:3])[CH3:2]. (2) Given the reactants [CH3:1][C:2]1[CH:7]=[CH:6][C:5]([C:8]([C:10]2[CH:15]=[CH:14][C:13]([CH3:16])=[CH:12][CH:11]=2)=O)=[CH:4][CH:3]=1.Cl.[NH2:18][OH:19].O, predict the reaction product. The product is: [CH3:1][C:2]1[CH:7]=[CH:6][C:5]([C:8]([C:10]2[CH:15]=[CH:14][C:13]([CH3:16])=[CH:12][CH:11]=2)=[N:18][OH:19])=[CH:4][CH:3]=1. (3) Given the reactants [Cl:1][C:2]1[CH:3]=[N:4][CH:5]=[C:6]([Cl:20])[C:7]=1[S:8][C:9]1[S:13][C:12]([C:14]([OH:16])=O)=[CH:11][C:10]=1[N+:17]([O-:19])=[O:18].[CH3:21][O:22][C:23]1[C:30]([O:31][CH3:32])=[CH:29][CH:28]=[CH:27][C:24]=1[CH2:25][NH2:26], predict the reaction product. The product is: [Cl:20][C:6]1[CH:5]=[N:4][CH:3]=[C:2]([Cl:1])[C:7]=1[S:8][C:9]1[S:13][C:12]([C:14]([NH:26][CH2:25][C:24]2[CH:27]=[CH:28][CH:29]=[C:30]([O:31][CH3:32])[C:23]=2[O:22][CH3:21])=[O:16])=[CH:11][C:10]=1[N+:17]([O-:19])=[O:18]. (4) The product is: [CH3:24][N:21]1[CH2:20][CH2:19][N:18]([C:16]2[CH:17]=[C:12]([N:8]3[CH:7]([CH3:26])[CH2:6][C:5]4[C:10](=[CH:11][C:2]([C:2]5[CH:3]=[CH:4][N:37]([CH2:11][C:10]6[CH:9]=[N:8][CH:7]=[CH:6][CH:5]=6)[N:36]=5)=[CH:3][CH:4]=4)[CH2:9]3)[N:13]=[C:14]([NH2:25])[N:15]=2)[CH2:23][CH2:22]1. Given the reactants Br[C:2]1[CH:11]=[C:10]2[C:5]([CH2:6][CH:7]([CH3:26])[N:8]([C:12]3[CH:17]=[C:16]([N:18]4[CH2:23][CH2:22][N:21]([CH3:24])[CH2:20][CH2:19]4)[N:15]=[C:14]([NH2:25])[N:13]=3)[CH2:9]2)=[CH:4][CH:3]=1.ClCCl.C(=O)([O-])[O-].[K+].[K+].[N:36]#[N:37], predict the reaction product. (5) Given the reactants [CH2:1]([O:3][C:4](=[O:20])[C:5]1[CH:10]=[CH:9][C:8]([N:11]2[CH:15]=[C:14]([O:16]C)[C:13]([C:18]#[N:19])=[CH:12]2)=[CH:7][CH:6]=1)[CH3:2].B(Br)(Br)Br.O, predict the reaction product. The product is: [CH2:1]([O:3][C:4](=[O:20])[C:5]1[CH:6]=[CH:7][C:8]([N:11]2[CH:15]=[C:14]([OH:16])[C:13]([C:18]#[N:19])=[CH:12]2)=[CH:9][CH:10]=1)[CH3:2]. (6) Given the reactants CCN(C(C)C)C(C)C.C1C=CC2N(O)N=NC=2C=1.CCN=C=NCCCN(C)C.[F:31][C:32]1[CH:33]=[C:34]([N:38]2[CH:42]=[C:41]([C:43]([OH:45])=O)[N:40]=[N:39]2)[CH:35]=[CH:36][CH:37]=1.FC1C=C(C=CC=1)N.Cl.[NH2:55][CH2:56][C:57]([N:59]1[CH2:64][CH2:63][N:62]([C:65](=[O:77])[C:66]2[CH:71]=[C:70]([F:72])[CH:69]=[CH:68][C:67]=2[C:73]([F:76])([F:75])[F:74])[CH2:61][CH2:60]1)=[O:58].FC1C=CC(C(F)(F)F)=C(C=1)C(O)=O, predict the reaction product. The product is: [F:72][C:70]1[CH:69]=[CH:68][C:67]([C:73]([F:75])([F:74])[F:76])=[C:66]([CH:71]=1)[C:65]([N:62]1[CH2:63][CH2:64][N:59]([C:57](=[O:58])[CH2:56][NH:55][C:43]([C:41]2[N:40]=[N:39][N:38]([C:34]3[CH:35]=[CH:36][CH:37]=[C:32]([F:31])[CH:33]=3)[CH:42]=2)=[O:45])[CH2:60][CH2:61]1)=[O:77].